This data is from Forward reaction prediction with 1.9M reactions from USPTO patents (1976-2016). The task is: Predict the product of the given reaction. (1) The product is: [CH3:1][O:2][C:3](=[O:24])[CH2:4][C:5]1([CH2:11][NH:12][C:13](=[O:23])[C:14]2[CH:19]=[CH:18][CH:17]=[CH:16][C:15]=2[NH2:20])[CH2:6][CH2:7][CH2:8][CH2:9][CH2:10]1. Given the reactants [CH3:1][O:2][C:3](=[O:24])[CH2:4][C:5]1([CH2:11][NH:12][C:13](=[O:23])[C:14]2[CH:19]=[CH:18][CH:17]=[CH:16][C:15]=2[N+:20]([O-])=O)[CH2:10][CH2:9][CH2:8][CH2:7][CH2:6]1, predict the reaction product. (2) Given the reactants [Br:1][C:2]1[CH:7]=[CH:6][C:5]([CH2:8][OH:9])=[C:4]([CH3:10])[CH:3]=1.C(N(CC)CC)C.Cl[Si:19]([CH3:22])([CH3:21])[CH3:20].O, predict the reaction product. The product is: [Br:1][C:2]1[CH:7]=[CH:6][C:5]([CH2:8][O:9][Si:19]([CH3:22])([CH3:21])[CH3:20])=[C:4]([CH3:10])[CH:3]=1. (3) Given the reactants Cl[C:2]1[CH:3]=[CH:4][N:5]2[C:10]([C:11]=1[CH3:12])=[C:9]([CH:13]1[CH2:15][CH2:14]1)[CH:8]=[C:7]([C:16]([O:18][CH3:19])=[O:17])[C:6]2=[O:20].CC1(C)C(C)(C)OB([C:29]2[CH:35]=[CH:34][C:32]([NH2:33])=[CH:31][CH:30]=2)O1, predict the reaction product. The product is: [NH2:33][C:32]1[CH:34]=[CH:35][C:29]([C:2]2[CH:3]=[CH:4][N:5]3[C:10]([C:11]=2[CH3:12])=[C:9]([CH:13]2[CH2:15][CH2:14]2)[CH:8]=[C:7]([C:16]([O:18][CH3:19])=[O:17])[C:6]3=[O:20])=[CH:30][CH:31]=1. (4) Given the reactants [N+:1]([C:4]1[CH:9]=[CH:8][C:7]([NH:10][CH:11]2[CH2:16][CH2:15][CH:14]([OH:17])[CH2:13][CH2:12]2)=[CH:6][C:5]=1[C:18]([F:21])([F:20])[F:19])([O-:3])=[O:2].[H-].[Na+].[C:24]([O:28][C:29](=[O:32])[CH2:30]Br)([CH3:27])([CH3:26])[CH3:25], predict the reaction product. The product is: [C:24]([O:28][C:29](=[O:32])[CH2:30][O:17][CH:14]1[CH2:15][CH2:16][CH:11]([NH:10][C:7]2[CH:8]=[CH:9][C:4]([N+:1]([O-:3])=[O:2])=[C:5]([C:18]([F:19])([F:20])[F:21])[CH:6]=2)[CH2:12][CH2:13]1)([CH3:27])([CH3:26])[CH3:25]. (5) Given the reactants [C:1]([C:5]1[CH:10]=[CH:9][C:8]([CH2:11][N:12]=[C:13]=[O:14])=[CH:7][CH:6]=1)([CH3:4])([CH3:3])[CH3:2].[NH2:15][C:16]1[CH:25]=[CH:24][CH:23]=[C:22]2[C:17]=1[CH:18]=[C:19]([CH3:27])[N:20]=[C:21]2[CH3:26].CCN(C(C)C)C(C)C, predict the reaction product. The product is: [C:1]([C:5]1[CH:6]=[CH:7][C:8]([CH2:11][NH:12][C:13]([NH:15][C:16]2[CH:25]=[CH:24][CH:23]=[C:22]3[C:17]=2[CH:18]=[C:19]([CH3:27])[N:20]=[C:21]3[CH3:26])=[O:14])=[CH:9][CH:10]=1)([CH3:4])([CH3:2])[CH3:3]. (6) Given the reactants [CH2:1]([O:3][C:4]([C:6]1([C:9]2[CH:14]=[CH:13][C:12]([C:15]3[CH:20]=[CH:19][C:18]([C:21]4[O:25][N:24]=[C:23]([CH3:26])[C:22]=4[NH2:27])=[CH:17][CH:16]=3)=[CH:11][CH:10]=2)[CH2:8][CH2:7]1)=[O:5])[CH3:2].Br[C:29]1[CH:34]=[CH:33][CH:32]=[C:31]([O:35][C:36]2[CH:41]=[CH:40][CH:39]=[CH:38][CH:37]=2)[N:30]=1, predict the reaction product. The product is: [CH2:1]([O:3][C:4]([C:6]1([C:9]2[CH:10]=[CH:11][C:12]([C:15]3[CH:20]=[CH:19][C:18]([C:21]4[O:25][N:24]=[C:23]([CH3:26])[C:22]=4[NH:27][C:29]4[CH:34]=[CH:33][CH:32]=[C:31]([O:35][C:36]5[CH:41]=[CH:40][CH:39]=[CH:38][CH:37]=5)[N:30]=4)=[CH:17][CH:16]=3)=[CH:13][CH:14]=2)[CH2:8][CH2:7]1)=[O:5])[CH3:2]. (7) The product is: [CH3:2][N:3]1[CH2:8][CH2:7][C:6]([C:12]2[CH:17]=[CH:16][C:15]([Cl:18])=[C:14]([Cl:19])[CH:13]=2)([C:9]([O:11][CH2:25][CH3:26])=[O:10])[CH2:5][CH2:4]1. Given the reactants Cl.[CH3:2][N:3]1[CH2:8][CH2:7][C:6]([C:12]2[CH:17]=[CH:16][C:15]([Cl:18])=[C:14]([Cl:19])[CH:13]=2)([C:9]([OH:11])=[O:10])[CH2:5][CH2:4]1.OS(O)(=O)=O.[CH2:25](O)[CH3:26], predict the reaction product.